From a dataset of Full USPTO retrosynthesis dataset with 1.9M reactions from patents (1976-2016). Predict the reactants needed to synthesize the given product. Given the product [CH:1]1([O:7][CH:8]([C:12]2[CH:17]=[CH:16][C:15]([Cl:18])=[C:14]([Cl:19])[CH:13]=2)[C:9]([NH:48][C:49]2[S:50][CH:51]=[CH:52][N:53]=2)=[O:11])[CH2:2][CH2:3][CH2:4][CH2:5][CH2:6]1, predict the reactants needed to synthesize it. The reactants are: [CH:1]1([O:7][CH:8]([C:12]2[CH:17]=[CH:16][C:15]([Cl:18])=[C:14]([Cl:19])[CH:13]=2)[C:9]([OH:11])=O)[CH2:6][CH2:5][CH2:4][CH2:3][CH2:2]1.F[P-](F)(F)(F)(F)F.N1(O[PH2+]N(C)C)C2C=CC=CC=2N=N1.C(N(CC)CC)C.[NH2:48][C:49]1[S:50][CH:51]=[CH:52][N:53]=1.